Task: Predict which catalyst facilitates the given reaction.. Dataset: Catalyst prediction with 721,799 reactions and 888 catalyst types from USPTO (1) Reactant: [H-].[H-].[H-].[H-].[Li+].[Al+3].[Cl:7][C:8]1[CH:9]=[C:10](/[CH:15]=[CH:16]/[C:17]([N:19]2[CH2:25][CH2:24][C:23](=[O:26])[N:22]([CH2:27][C:28](N(OC)C)=[O:29])[CH2:21][CH2:20]2)=[O:18])[CH:11]=[CH:12][C:13]=1[Cl:14].CC(C)=O.C(O)(=O)C.OS([O-])(=O)=O.[K+]. Product: [Cl:7][C:8]1[CH:9]=[C:10](/[CH:15]=[CH:16]/[C:17]([N:19]2[CH2:25][CH2:24][C:23](=[O:26])[N:22]([CH2:27][CH:28]=[O:29])[CH2:21][CH2:20]2)=[O:18])[CH:11]=[CH:12][C:13]=1[Cl:14]. The catalyst class is: 1. (2) Reactant: [OH:1][CH:2]([CH2:8][NH:9][S:10]([C:13]1[CH:18]=[CH:17][CH:16]=[CH:15][C:14]=1[N+:19]([O-:21])=[O:20])(=[O:12])=[O:11])[CH2:3][C:4]([O:6][CH3:7])=[O:5].[Br:22][CH2:23][CH2:24]Br.C([O-])([O-])=O.[K+].[K+]. Product: [Br:22][CH2:23][CH2:24][N:9]([S:10]([C:13]1[CH:18]=[CH:17][CH:16]=[CH:15][C:14]=1[N+:19]([O-:21])=[O:20])(=[O:11])=[O:12])[CH2:8][CH:2]([OH:1])[CH2:3][C:4]([O:6][CH3:7])=[O:5]. The catalyst class is: 3.